This data is from NCI-60 drug combinations with 297,098 pairs across 59 cell lines. The task is: Regression. Given two drug SMILES strings and cell line genomic features, predict the synergy score measuring deviation from expected non-interaction effect. (1) Drug 1: C1=CC(=CC=C1CCC2=CNC3=C2C(=O)NC(=N3)N)C(=O)NC(CCC(=O)O)C(=O)O. Drug 2: C(CC(=O)O)C(=O)CN.Cl. Cell line: OVCAR-4. Synergy scores: CSS=27.8, Synergy_ZIP=-2.52, Synergy_Bliss=-4.07, Synergy_Loewe=-8.32, Synergy_HSA=-2.65. (2) Drug 1: CC1=CC2C(CCC3(C2CCC3(C(=O)C)OC(=O)C)C)C4(C1=CC(=O)CC4)C. Drug 2: C1=CC=C(C(=C1)C(C2=CC=C(C=C2)Cl)C(Cl)Cl)Cl. Cell line: SF-539. Synergy scores: CSS=-2.73, Synergy_ZIP=-0.508, Synergy_Bliss=-3.85, Synergy_Loewe=-3.11, Synergy_HSA=-3.86. (3) Synergy scores: CSS=9.42, Synergy_ZIP=-5.52, Synergy_Bliss=-7.53, Synergy_Loewe=-23.5, Synergy_HSA=-10.3. Drug 1: CC1C(C(CC(O1)OC2CC(CC3=C2C(=C4C(=C3O)C(=O)C5=C(C4=O)C(=CC=C5)OC)O)(C(=O)C)O)N)O.Cl. Cell line: SK-MEL-5. Drug 2: CC12CCC3C(C1CCC2OP(=O)(O)O)CCC4=C3C=CC(=C4)OC(=O)N(CCCl)CCCl.[Na+]. (4) Drug 1: CC12CCC3C(C1CCC2=O)CC(=C)C4=CC(=O)C=CC34C. Drug 2: C1=CN(C(=O)N=C1N)C2C(C(C(O2)CO)O)O.Cl. Cell line: ACHN. Synergy scores: CSS=79.0, Synergy_ZIP=3.72, Synergy_Bliss=4.23, Synergy_Loewe=2.17, Synergy_HSA=6.97. (5) Drug 1: C1CC(=O)NC(=O)C1N2CC3=C(C2=O)C=CC=C3N. Drug 2: CC(C)(C#N)C1=CC(=CC(=C1)CN2C=NC=N2)C(C)(C)C#N. Cell line: SK-MEL-5. Synergy scores: CSS=1.43, Synergy_ZIP=0.603, Synergy_Bliss=3.53, Synergy_Loewe=-0.497, Synergy_HSA=-0.685. (6) Drug 1: C1=C(C(=O)NC(=O)N1)F. Drug 2: CC(C)(C#N)C1=CC(=CC(=C1)CN2C=NC=N2)C(C)(C)C#N. Cell line: MDA-MB-435. Synergy scores: CSS=34.2, Synergy_ZIP=10.9, Synergy_Bliss=9.17, Synergy_Loewe=8.08, Synergy_HSA=8.43. (7) Cell line: K-562. Drug 1: C1=CC(=CC=C1CCCC(=O)O)N(CCCl)CCCl. Drug 2: N.N.Cl[Pt+2]Cl. Synergy scores: CSS=4.24, Synergy_ZIP=-8.51, Synergy_Bliss=-9.56, Synergy_Loewe=-18.2, Synergy_HSA=-9.13. (8) Drug 1: C1=CN(C=N1)CC(O)(P(=O)(O)O)P(=O)(O)O. Drug 2: COC1=C2C(=CC3=C1OC=C3)C=CC(=O)O2. Cell line: SNB-75. Synergy scores: CSS=2.87, Synergy_ZIP=0.771, Synergy_Bliss=3.82, Synergy_Loewe=3.92, Synergy_HSA=2.16. (9) Drug 2: CN(C(=O)NC(C=O)C(C(C(CO)O)O)O)N=O. Cell line: HCC-2998. Synergy scores: CSS=4.48, Synergy_ZIP=-4.05, Synergy_Bliss=-3.99, Synergy_Loewe=-13.0, Synergy_HSA=-4.15. Drug 1: C1=C(C(=O)NC(=O)N1)N(CCCl)CCCl. (10) Drug 1: C1=CC=C(C=C1)NC(=O)CCCCCCC(=O)NO. Drug 2: CN1C2=C(C=C(C=C2)N(CCCl)CCCl)N=C1CCCC(=O)O.Cl. Cell line: SN12C. Synergy scores: CSS=4.70, Synergy_ZIP=-0.697, Synergy_Bliss=2.44, Synergy_Loewe=-3.98, Synergy_HSA=1.71.